Dataset: Peptide-MHC class I binding affinity with 185,985 pairs from IEDB/IMGT. Task: Regression. Given a peptide amino acid sequence and an MHC pseudo amino acid sequence, predict their binding affinity value. This is MHC class I binding data. (1) The peptide sequence is KRWIAVPTWRI. The MHC is Mamu-B08 with pseudo-sequence Mamu-B08. The binding affinity (normalized) is 0.697. (2) The peptide sequence is VDICFWSTL. The MHC is HLA-A23:01 with pseudo-sequence HLA-A23:01. The binding affinity (normalized) is 0.174. (3) The peptide sequence is KKSKAINVLR. The binding affinity (normalized) is 0.529. The MHC is HLA-A31:01 with pseudo-sequence HLA-A31:01. (4) The peptide sequence is TAVPWNASW. The MHC is HLA-B57:01 with pseudo-sequence HLA-B57:01. The binding affinity (normalized) is 0.915. (5) The peptide sequence is KCSDHYICLK. The MHC is HLA-A03:01 with pseudo-sequence HLA-A03:01. The binding affinity (normalized) is 0.480. (6) The peptide sequence is VDRFYKSLRA. The MHC is Mamu-B01 with pseudo-sequence Mamu-B01. The binding affinity (normalized) is 0. (7) The peptide sequence is FLWTQSLRR. The MHC is HLA-A11:01 with pseudo-sequence HLA-A11:01. The binding affinity (normalized) is 0.392. (8) The peptide sequence is LLIHQGMHM. The MHC is HLA-A02:03 with pseudo-sequence HLA-A02:03. The binding affinity (normalized) is 0.280.